Dataset: Full USPTO retrosynthesis dataset with 1.9M reactions from patents (1976-2016). Task: Predict the reactants needed to synthesize the given product. (1) The reactants are: Br[C:2]1[CH:7]=[C:6]([CH2:8][C:9]2[CH:14]=[CH:13][C:12]([CH2:15][CH3:16])=[CH:11][CH:10]=2)[C:5]([Cl:17])=[CH:4][C:3]=1[O:18][CH2:19][CH2:20][O:21][CH2:22][C:23]([F:26])([F:25])[F:24].C[Si](C)(C)[O:29][C@@H:30]1[C@@H:35]([O:36][Si](C)(C)C)[C@H:34]([O:41][Si](C)(C)C)[C@@H:33]([CH2:46][O:47][Si](C)(C)C)[O:32][C:31]1=O.[Li]CCCC. Given the product [Cl:17][C:5]1[C:6]([CH2:8][C:9]2[CH:14]=[CH:13][C:12]([CH2:15][CH3:16])=[CH:11][CH:10]=2)=[CH:7][C:2]([C@H:31]2[C@H:30]([OH:29])[C@@H:35]([OH:36])[C@H:34]([OH:41])[C@@H:33]([CH2:46][OH:47])[O:32]2)=[C:3]([O:18][CH2:19][CH2:20][O:21][CH2:22][C:23]([F:26])([F:25])[F:24])[CH:4]=1, predict the reactants needed to synthesize it. (2) The reactants are: Br[C:2]1[CH:3]=[C:4]([C:11]([NH:13][C:14]2[S:15][CH:16]=[C:17]([CH3:19])[N:18]=2)=[O:12])[C:5]2[N:6]([N:8]=[CH:9][N:10]=2)[CH:7]=1.[CH3:20][C:21]1[C:26](B2OC(C)(C)C(C)(C)O2)=[CH:25][N:24]=[CH:23][N:22]=1.C(Cl)Cl.C(=O)([O-])[O-].[Na+].[Na+]. Given the product [CH3:20][C:21]1[C:26]([C:2]2[CH:3]=[C:4]([C:11]([NH:13][C:14]3[S:15][CH:16]=[C:17]([CH3:19])[N:18]=3)=[O:12])[C:5]3[N:6]([N:8]=[CH:9][N:10]=3)[CH:7]=2)=[CH:25][N:24]=[CH:23][N:22]=1, predict the reactants needed to synthesize it.